This data is from Full USPTO retrosynthesis dataset with 1.9M reactions from patents (1976-2016). The task is: Predict the reactants needed to synthesize the given product. (1) Given the product [Cl:24][C:5]1[C:6]([NH:8][CH:9]2[CH2:14][CH2:13][N:12]([C:15]([O:17][C:18]([CH3:21])([CH3:20])[CH3:19])=[O:16])[CH2:11][CH:10]2[CH2:22][CH3:23])=[N:7][C:2]([NH:41][C:39]2[C:38]([CH3:42])=[N:37][N:36]([CH3:35])[CH:40]=2)=[N:3][CH:4]=1, predict the reactants needed to synthesize it. The reactants are: Cl[C:2]1[N:7]=[C:6]([NH:8][CH:9]2[CH2:14][CH2:13][N:12]([C:15]([O:17][C:18]([CH3:21])([CH3:20])[CH3:19])=[O:16])[CH2:11][CH:10]2[CH2:22][CH3:23])[C:5]([Cl:24])=[CH:4][N:3]=1.CCN(C(C)C)C(C)C.Cl.[CH3:35][N:36]1[CH:40]=[C:39]([NH2:41])[C:38]([CH3:42])=[N:37]1. (2) Given the product [C:1]([C:9]1[CH:17]=[CH:16][C:12]([C:13]([Cl:20])=[O:14])=[CH:11][CH:10]=1)(=[O:8])[C:2]1[CH:7]=[CH:6][CH:5]=[CH:4][CH:3]=1, predict the reactants needed to synthesize it. The reactants are: [C:1]([C:9]1[CH:17]=[CH:16][C:12]([C:13](O)=[O:14])=[CH:11][CH:10]=1)(=[O:8])[C:2]1[CH:7]=[CH:6][CH:5]=[CH:4][CH:3]=1.S(Cl)([Cl:20])=O.C1(C)C=CC=CC=1. (3) Given the product [CH:16]([C:15]1[CH:18]=[CH:19][CH:20]=[CH:21][C:14]=1[O:1][C:2]1[CH:3]=[C:4]([CH:10]=[CH:11][CH:12]=1)[C:5]([O:7][CH2:8][CH3:9])=[O:6])=[O:17], predict the reactants needed to synthesize it. The reactants are: [OH:1][C:2]1[CH:3]=[C:4]([CH:10]=[CH:11][CH:12]=1)[C:5]([O:7][CH2:8][CH3:9])=[O:6].I[C:14]1[CH:21]=[CH:20][CH:19]=[CH:18][C:15]=1[CH:16]=[O:17].CC(C)(C(=O)CC(=O)C(C)(C)C)C.C(=O)([O-])[O-].[Cs+].[Cs+]. (4) The reactants are: C(O)(C(F)(F)F)=O.[NH2:8][CH:9]([CH3:19])[C:10]([NH:12][CH:13]1[CH2:18][CH2:17][CH2:16][CH2:15][CH2:14]1)=O.B.C1COCC1.CO. Given the product [CH:13]1([NH:12][CH2:10][CH:9]([NH2:8])[CH3:19])[CH2:18][CH2:17][CH2:16][CH2:15][CH2:14]1, predict the reactants needed to synthesize it. (5) The reactants are: Br[C:2]1[C:7]2[CH2:8][CH2:9][CH:10]([C:14]([N:16]3[CH2:21][CH2:20][CH:19]([C:22]4[CH:27]=[CH:26][CH:25]=[CH:24][CH:23]=4)[CH2:18][CH2:17]3)=[O:15])[CH2:11][C:12](=[O:13])[C:6]=2[CH:5]=[CH:4][CH:3]=1.C([O-])([O-])=O.[Na+].[Na+].[C:34]1(B(O)O)[CH:39]=[CH:38][CH:37]=[CH:36][CH:35]=1.[NH4+].[OH-]. Given the product [C:34]1([C:2]2[C:7]3[CH2:8][CH2:9][CH:10]([C:14]([N:16]4[CH2:21][CH2:20][CH:19]([C:22]5[CH:23]=[CH:24][CH:25]=[CH:26][CH:27]=5)[CH2:18][CH2:17]4)=[O:15])[CH2:11][C:12](=[O:13])[C:6]=3[CH:5]=[CH:4][CH:3]=2)[CH:39]=[CH:38][CH:37]=[CH:36][CH:35]=1, predict the reactants needed to synthesize it. (6) Given the product [CH3:32][C:27]1[CH:26]=[C:25]([NH:9][C:1](=[O:8])[C:2]2[CH:7]=[CH:6][CH:5]=[CH:4][CH:3]=2)[CH:30]=[C:29]([CH3:31])[CH:28]=1, predict the reactants needed to synthesize it. The reactants are: [C:1]([NH2:9])(=[O:8])[C:2]1[CH:7]=[CH:6][CH:5]=[CH:4][CH:3]=1.C([O-])([O-])=O.[K+].[K+].[C@@H]1(N)CCCC[C@H]1N.Br[C:25]1[CH:26]=[C:27]([CH3:32])[CH:28]=[C:29]([CH3:31])[CH:30]=1.